Dataset: Forward reaction prediction with 1.9M reactions from USPTO patents (1976-2016). Task: Predict the product of the given reaction. The product is: [CH3:1][C:2]1[CH:7]=[CH:6][C:5]([CH3:8])=[CH:4][C:3]=1[N:9]1[CH2:14][CH2:13][N:12]([C:15]([CH:17]2[CH2:18][N:19]([S:35]([CH2:34][CH2:33][C:32]([F:40])([F:39])[F:31])(=[O:37])=[O:36])[C:20](=[O:28])[N:21]2[C:22]2[CH:23]=[CH:24][CH:25]=[CH:26][CH:27]=2)=[O:16])[CH2:11][CH2:10]1. Given the reactants [CH3:1][C:2]1[CH:7]=[CH:6][C:5]([CH3:8])=[CH:4][C:3]=1[N:9]1[CH2:14][CH2:13][N:12]([C:15]([CH:17]2[N:21]([C:22]3[CH:27]=[CH:26][CH:25]=[CH:24][CH:23]=3)[C:20](=[O:28])[NH:19][CH2:18]2)=[O:16])[CH2:11][CH2:10]1.[H-].[Na+].[F:31][C:32]([F:40])([F:39])[CH2:33][CH2:34][S:35](Cl)(=[O:37])=[O:36], predict the reaction product.